Predict which catalyst facilitates the given reaction. From a dataset of Catalyst prediction with 721,799 reactions and 888 catalyst types from USPTO. (1) Reactant: [Br:1][C:2]1[CH:12]=[CH:11][C:5]([C:6]([O:8][CH2:9][CH3:10])=[O:7])=[CH:4][C:3]=1[OH:13].[C:14]([O:17][CH2:18][CH2:19][CH2:20][CH2:21]I)(=[O:16])[CH3:15].[H-].[Na+]. Product: [C:14]([O:17][CH2:18][CH2:19][CH2:20][CH2:21][O:13][C:3]1[CH:4]=[C:5]([CH:11]=[CH:12][C:2]=1[Br:1])[C:6]([O:8][CH2:9][CH3:10])=[O:7])(=[O:16])[CH3:15]. The catalyst class is: 3. (2) Reactant: [CH3:1][C:2]1[N:3]([CH2:19][C:20]([OH:22])=[O:21])[C:4]2[C:9]([C:10]=1[CH2:11][C:12]1[CH:17]=[CH:16][C:15](=[O:18])[NH:14][N:13]=1)=[CH:8][CH:7]=[CH:6][CH:5]=2.[F:23][C:24]1[CH:31]=[CH:30][CH:29]=[CH:28][C:25]=1[CH2:26]Br.C(=O)([O-])[O-].[K+].[K+].CN(C=O)C. Product: [F:23][C:24]1[CH:31]=[CH:30][CH:29]=[CH:28][C:25]=1[CH2:26][N:14]1[C:15](=[O:18])[CH:16]=[CH:17][C:12]([CH2:11][C:10]2[C:9]3[C:4](=[CH:5][CH:6]=[CH:7][CH:8]=3)[N:3]([CH2:19][C:20]([O:22][CH2:26][C:25]3[CH:28]=[CH:29][CH:30]=[CH:31][C:24]=3[F:23])=[O:21])[C:2]=2[CH3:1])=[N:13]1. The catalyst class is: 6. (3) The catalyst class is: 5. Reactant: [C:1]([O:5][C:6](=[O:20])[CH2:7][O:8][CH2:9]/[CH:10]=[CH:11]\[CH2:12][O:13]C1CCCCO1)([CH3:4])([CH3:3])[CH3:2].C1(C)C=CC(S([O-])(=O)=O)=CC=1.[NH+]1C=CC=CC=1. Product: [C:1]([O:5][C:6](=[O:20])[CH2:7][O:8][CH2:9]/[CH:10]=[CH:11]\[CH2:12][OH:13])([CH3:4])([CH3:2])[CH3:3]. (4) Reactant: [C:1]([N:8]1[CH:12]=[CH:11]N=C1)(N1C=CN=C1)=[O:2].[NH2:13][CH:14]1[CH2:18][CH2:17][N:16]([C:19]2[C:28]3[C:23](=[CH:24][C:25]([O:31][CH3:32])=[C:26]([O:29][CH3:30])[CH:27]=3)[N:22]=[CH:21][C:20]=2[C:33]#[N:34])[CH2:15]1.[CH:35]([C:38]1[CH:44]=CC(N)=[CH:40][CH:39]=1)([CH3:37])[CH3:36]. Product: [C:33]([C:20]1[CH:21]=[N:22][C:23]2[C:28]([C:19]=1[N:16]1[CH2:17][CH2:18][CH:14]([NH:13][C:1]([NH:8][C:12]3[CH:11]=[CH:44][C:38]([CH:35]([CH3:37])[CH3:36])=[CH:39][CH:40]=3)=[O:2])[CH2:15]1)=[CH:27][C:26]([O:29][CH3:30])=[C:25]([O:31][CH3:32])[CH:24]=2)#[N:34]. The catalyst class is: 2. (5) Reactant: Br[CH2:2][CH2:3][O:4][C:5]1[CH:10]=[CH:9][C:8]([N+:11]([O-:13])=[O:12])=[CH:7][C:6]=1[Cl:14].[CH3:15][CH:16]1[CH2:21][CH2:20][NH:19][CH2:18][CH2:17]1. Product: [Cl:14][C:6]1[CH:7]=[C:8]([N+:11]([O-:13])=[O:12])[CH:9]=[CH:10][C:5]=1[O:4][CH2:3][CH2:2][N:19]1[CH2:20][CH2:21][CH:16]([CH3:15])[CH2:17][CH2:18]1. The catalyst class is: 4. (6) Reactant: [CH2:1]([C:3]1[CH:11]=[CH:10][C:6]([C:7](O)=O)=[C:5]([O:12][CH3:13])[CH:4]=1)[CH3:2].CCN=C=NCCCN(C)C.[NH2:25][NH:26][C:27]([NH2:29])=[S:28]. Product: [CH2:1]([C:3]1[CH:11]=[CH:10][C:6]([C:7]2[NH:29][C:27](=[S:28])[NH:26][N:25]=2)=[C:5]([O:12][CH3:13])[CH:4]=1)[CH3:2]. The catalyst class is: 17. (7) Reactant: [OH:1][CH:2]([C:6]1[CH:11]=[CH:10][CH:9]=[C:8]([C:12]2[CH:13]=[C:14]3[C:20]([C:21]4[CH:26]=[CH:25][CH:24]=[CH:23][C:22]=4[O:27][CH3:28])=[N:19][N:18](CO)[C:15]3=[N:16][CH:17]=2)[CH:7]=1)[C:3]([OH:5])=O.[CH3:31][NH:32][CH2:33][C:34]#[N:35].C(N(C(C)C)CC)(C)C. Product: [C:34]([CH2:33][N:32]([CH3:31])[C:3](=[O:5])[CH:2]([OH:1])[C:6]1[CH:11]=[CH:10][CH:9]=[C:8]([C:12]2[CH:13]=[C:14]3[C:20]([C:21]4[CH:26]=[CH:25][CH:24]=[CH:23][C:22]=4[O:27][CH3:28])=[N:19][NH:18][C:15]3=[N:16][CH:17]=2)[CH:7]=1)#[N:35]. The catalyst class is: 39. (8) Reactant: F[C:2]1[CH:11]=[C:10]2[C:5]([C:6](=[O:13])[NH:7][C:8]([CH3:12])=[N:9]2)=[CH:4][CH:3]=1.C(OC([N:21]1[CH2:26][CH2:25][C:24]([CH2:34][NH2:35])([C:27]2[CH:32]=[CH:31][C:30]([Cl:33])=[CH:29][CH:28]=2)[CH2:23][CH2:22]1)=O)(C)(C)C. Product: [NH2:35][CH2:34][C:24]1([C:27]2[CH:28]=[CH:29][C:30]([Cl:33])=[CH:31][CH:32]=2)[CH2:25][CH2:26][N:21]([C:2]2[CH:11]=[C:10]3[C:5]([C:6](=[O:13])[NH:7][C:8]([CH3:12])=[N:9]3)=[CH:4][CH:3]=2)[CH2:22][CH2:23]1. The catalyst class is: 6.